From a dataset of Catalyst prediction with 721,799 reactions and 888 catalyst types from USPTO. Predict which catalyst facilitates the given reaction. (1) Product: [CH2:36]([N:5]1[C:9](=[O:10])[C:8]([NH:11][CH2:12][CH2:13][CH2:14][CH2:15][C:16]2[CH:21]=[CH:20][CH:19]=[CH:18][CH:17]=2)=[C:7]([C:22]2[CH:27]=[CH:26][CH:25]=[CH:24][CH:23]=2)[S:6]1(=[O:28])=[O:29])[C:37]1[CH:42]=[CH:41][CH:40]=[CH:39][CH:38]=1. Reactant: C([N:5]1[C:9](=[O:10])[C:8]([NH:11][CH2:12][CH2:13][CH2:14][CH2:15][C:16]2[CH:21]=[CH:20][CH:19]=[CH:18][CH:17]=2)=[C:7]([C:22]2[CH:27]=[CH:26][CH:25]=[CH:24][CH:23]=2)[S:6]1(=[O:29])=[O:28])(C)(C)C.C(=O)([O-])[O-].[K+].[K+].[CH2:36](Br)[C:37]1[CH:42]=[CH:41][CH:40]=[CH:39][CH:38]=1. The catalyst class is: 67. (2) Reactant: [CH2:1]([N:8]1[C:16]2[C:11](=[C:12]([O:17][CH2:18][C:19](O)=[O:20])[CH:13]=[CH:14][CH:15]=2)[CH:10]=[C:9]1[CH3:22])[C:2]1[CH:7]=[CH:6][CH:5]=[CH:4][CH:3]=1.[CH3:23][O:24][C:25](=[O:33])[CH2:26][CH2:27][CH2:28][S:29](=[O:32])(=[O:31])[NH2:30].CCN=C=NCCCN(C)C. Product: [CH3:23][O:24][C:25](=[O:33])[CH2:26][CH2:27][CH2:28][S:29](=[O:31])(=[O:32])[NH:30][C:19](=[O:20])[CH2:18][O:17][C:12]1[CH:13]=[CH:14][CH:15]=[C:16]2[C:11]=1[CH:10]=[C:9]([CH3:22])[N:8]2[CH2:1][C:2]1[CH:7]=[CH:6][CH:5]=[CH:4][CH:3]=1. The catalyst class is: 154. (3) Reactant: [Cl:1][C:2]1[N:3]=[C:4](Cl)[C:5]2[CH:10]=[CH:9][NH:8][C:6]=2[N:7]=1.[CH2:12]([NH2:15])[CH2:13][NH2:14].C(N(CC)CC)C. Product: [NH2:14][CH2:13][CH2:12][NH:15][C:4]1[C:5]2[CH:10]=[CH:9][NH:8][C:6]=2[N:7]=[C:2]([Cl:1])[N:3]=1. The catalyst class is: 51.